Dataset: Forward reaction prediction with 1.9M reactions from USPTO patents (1976-2016). Task: Predict the product of the given reaction. (1) Given the reactants [F:1][C:2]1[CH:3]=[C:4]([C:8]2[CH:9]=[C:10]([CH2:15][NH:16][C:17]3[C:18]([CH3:25])=[C:19]([OH:24])[CH:20]=[CH:21][C:22]=3[CH3:23])[CH:11]=[C:12]([CH3:14])[CH:13]=2)[CH:5]=[CH:6][CH:7]=1.C([O-])([O-])=O.[Cs+].[Cs+].Br[CH2:33][C:34]([O:36][CH:37]([CH3:39])[CH3:38])=[O:35].O, predict the reaction product. The product is: [F:1][C:2]1[CH:3]=[C:4]([C:8]2[CH:9]=[C:10]([CH2:15][NH:16][C:17]3[C:18]([CH3:25])=[C:19]([CH:20]=[CH:21][C:22]=3[CH3:23])[O:24][CH2:33][C:34]([O:36][CH:37]([CH3:39])[CH3:38])=[O:35])[CH:11]=[C:12]([CH3:14])[CH:13]=2)[CH:5]=[CH:6][CH:7]=1. (2) Given the reactants [CH2:1]([O:3][C:4]([C@@H:6]1[CH2:10][C:9](=[O:11])[CH2:8][C@H:7]1[C:12]([N:14]1[CH2:17][C:16]([F:19])([F:18])[CH2:15]1)=[O:13])=[O:5])[CH3:2].C1N(CCS(O)(=O)=O)CCOC1.O=C[C@@H]([C@H]([C@@H]([C@@H](CO)O)O)O)O.[Cl-].[Mg+2].[Cl-].C1C=[N+]([C@@H]2O[C@H](COP(OP(OC[C@H]3O[C@@H](N4C5N=CN=C(N)C=5N=C4)[C@H](OP(O)(O)=O)[C@@H]3O)(O)=O)(O)=O)[C@@H](O)[C@H]2O)C=C(C(N)=O)C=1.[OH-].[Na+], predict the reaction product. The product is: [CH2:1]([O:3][C:4]([C@@H:6]1[CH2:10][C@H:9]([OH:11])[CH2:8][C@H:7]1[C:12]([N:14]1[CH2:15][C:16]([F:19])([F:18])[CH2:17]1)=[O:13])=[O:5])[CH3:2]. (3) Given the reactants [CH3:1][N:2]1[CH:6]=[C:5]([NH2:7])[CH:4]=[N:3]1.[NH2:8][C@@H:9]1[C@@H:14]2[CH2:15][C@@H:11]([CH:12]=[CH:13]2)[C@@H:10]1[C:16]([NH2:18])=[O:17].Cl[C:20]1[N:25]=[C:24](Cl)[C:23]([Cl:27])=[CH:22][N:21]=1.Cl[C:29]1N=C(Cl)C(F)=CN=1, predict the reaction product. The product is: [Cl:27][C:23]1[C:22]([NH:8][C@@H:9]2[C@@H:14]3[CH2:15][C@@H:11]([CH:12]=[CH:13]3)[C@@H:10]2[C:16]([NH2:18])=[O:17])=[N:21][C:20]([NH:7][C:5]2[C:4]([CH3:29])=[N:3][N:2]([CH3:1])[CH:6]=2)=[N:25][CH:24]=1. (4) Given the reactants [CH3:1][O:2][C:3]1[N:8]=[CH:7][C:6]([NH2:9])=[CH:5][CH:4]=1.C[Si]([N-][Si](C)(C)C)(C)C.[Li+].[Cl:20][C:21]1[CH:22]=[C:23]([C:28]2[N:36]=[C:35]([CH3:37])[N:34]=[C:33]3[C:29]=2[N:30]=[CH:31][N:32]3[CH:38]2[CH2:43][CH2:42][CH2:41][CH2:40][O:39]2)[C:24](F)=[N:25][CH:26]=1, predict the reaction product. The product is: [Cl:20][C:21]1[CH:22]=[C:23]([C:28]2[N:36]=[C:35]([CH3:37])[N:34]=[C:33]3[C:29]=2[N:30]=[CH:31][N:32]3[CH:38]2[CH2:43][CH2:42][CH2:41][CH2:40][O:39]2)[C:24]([NH:9][C:6]2[CH:7]=[N:8][C:3]([O:2][CH3:1])=[CH:4][CH:5]=2)=[N:25][CH:26]=1. (5) The product is: [OH:25][CH2:24][CH2:23][C@@:14]1([C:17]2[CH:22]=[CH:21][CH:20]=[CH:19][CH:18]=2)[O:13][C:12](=[O:26])[N:11]([C@H:8]([C:5]2[CH:6]=[CH:7][C:2]([C:28]3[CH:29]=[CH:30][C:31](=[O:35])[N:32]([CH3:34])[CH:33]=3)=[CH:3][CH:4]=2)[CH2:9][CH3:10])[CH2:16][CH2:15]1. Given the reactants Br[C:2]1[CH:7]=[CH:6][C:5]([C@@H:8]([N:11]2[CH2:16][CH2:15][C@:14]([CH2:23][CH2:24][OH:25])([C:17]3[CH:22]=[CH:21][CH:20]=[CH:19][CH:18]=3)[O:13][C:12]2=[O:26])[CH2:9][CH3:10])=[CH:4][CH:3]=1.Br[C:28]1[CH:29]=[CH:30][C:31](=[O:35])[N:32]([CH3:34])[CH:33]=1, predict the reaction product. (6) Given the reactants [Br:1][C:2]1[CH:3]=[C:4]2[C:9](=[CH:10][CH:11]=1)[N:8]=[CH:7][N:6]=[C:5]2[C:12]1[CH:13]=[N:14][CH:15]=[C:16]([CH:20]=1)[C:17]([OH:19])=O.CN(C(ON1N=NC2C=CC=CC1=2)=[N+](C)C)C.F[P-](F)(F)(F)(F)F.CCN(C(C)C)C(C)C.[N:54]1([C:60](=[O:62])[CH3:61])[CH2:59][CH2:58][NH:57][CH2:56][CH2:55]1, predict the reaction product. The product is: [Br:1][C:2]1[CH:3]=[C:4]2[C:9](=[CH:10][CH:11]=1)[N:8]=[CH:7][N:6]=[C:5]2[C:12]1[CH:20]=[C:16]([C:17]([N:57]2[CH2:58][CH2:59][N:54]([C:60](=[O:62])[CH3:61])[CH2:55][CH2:56]2)=[O:19])[CH:15]=[N:14][CH:13]=1. (7) Given the reactants [CH3:1]/[C:2](/[OH:19])=[C:3](/[C:6]([NH:8][C:9]1[CH:10]=[CH:11][C:12]([C:15]([F:18])([F:17])[F:16])=[CH:13][CH:14]=1)=[O:7])\C#N.C(OC(=O)CC(C)=O)C.FC(F)(F)C1C=CC(N)=CC=1.[N+](C1C=CC=CC=1)([O-])=O, predict the reaction product. The product is: [O:19]=[C:2]([CH3:1])[CH2:3][C:6]([NH:8][C:9]1[CH:14]=[CH:13][C:12]([C:15]([F:16])([F:17])[F:18])=[CH:11][CH:10]=1)=[O:7]. (8) Given the reactants [CH3:1][C:2]1[S:3][C:4]2[C:13]3[C:12](=[CH:14][CH2:15][NH:16][C:17](=[O:19])[CH3:18])[CH2:11][CH2:10][C:9]=3[CH:8]=[CH:7][C:5]=2[N:6]=1, predict the reaction product. The product is: [CH3:1][C:2]1[S:3][C:4]2[C:13]3[CH:12]([CH2:14][CH2:15][NH:16][C:17](=[O:19])[CH3:18])[CH2:11][CH2:10][C:9]=3[CH:8]=[CH:7][C:5]=2[N:6]=1. (9) The product is: [Cl:1][C:2]1[N:3]=[C:4]([N:11]2[CH2:16][CH2:15][O:14][CH2:13][CH2:12]2)[C:5]2[S:10][C:9]([I:17])=[CH:8][C:6]=2[N:7]=1. Given the reactants [Cl:1][C:2]1[N:3]=[C:4]([N:11]2[CH2:16][CH2:15][O:14][CH2:13][CH2:12]2)[C:5]2[S:10][CH:9]=[CH:8][C:6]=2[N:7]=1.[I:17]I, predict the reaction product. (10) Given the reactants [Cl:1][C:2]1[C:3]([CH:9]([OH:11])[CH3:10])=[N:4][CH:5]=[C:6]([Cl:8])[N:7]=1.CC(OI1(OC(C)=O)(OC(C)=O)OC(=O)C2C=CC=CC1=2)=O, predict the reaction product. The product is: [Cl:1][C:2]1[C:3]([C:9](=[O:11])[CH3:10])=[N:4][CH:5]=[C:6]([Cl:8])[N:7]=1.